Dataset: Forward reaction prediction with 1.9M reactions from USPTO patents (1976-2016). Task: Predict the product of the given reaction. (1) Given the reactants [CH3:1][C:2]1[O:3][C:4]2[C:10]([C:11]([OH:13])=O)=[CH:9][CH:8]=[CH:7][C:5]=2[CH:6]=1.CN(C(ON1N=NC2C=CC=CC1=2)=[N+](C)C)C.F[P-](F)(F)(F)(F)F.[CH2:38]([O:40][C:41]([C:43]1([NH2:52])[CH2:51][C:50]2[C:45](=[CH:46][CH:47]=[CH:48][CH:49]=2)[CH2:44]1)=[O:42])[CH3:39].CCN(C(C)C)C(C)C, predict the reaction product. The product is: [CH2:38]([O:40][C:41]([C:43]1([NH:52][C:11]([C:10]2[C:4]3[O:3][C:2]([CH3:1])=[CH:6][C:5]=3[CH:7]=[CH:8][CH:9]=2)=[O:13])[CH2:51][C:50]2[C:45](=[CH:46][CH:47]=[CH:48][CH:49]=2)[CH2:44]1)=[O:42])[CH3:39]. (2) Given the reactants [CH3:1][N:2]([CH3:37])[CH2:3][CH2:4][NH:5][C:6]([C:8]1[C:21]2[C:12](=[N:13][C:14]3[C:19]([N:20]=2)=[C:18]2[CH:22]=[CH:23][CH:24]=[C:25]([O:26][CH2:27][CH2:28][O:29][Si](C(C)(C)C)(C)C)[C:17]2=[CH:16][CH:15]=3)[CH:11]=[CH:10][CH:9]=1)=[O:7].[F-].C([N+](CCCC)(CCCC)CCCC)CCC, predict the reaction product. The product is: [CH3:1][N:2]([CH3:37])[CH2:3][CH2:4][NH:5][C:6]([C:8]1[C:21]2[C:12](=[N:13][C:14]3[C:19]([N:20]=2)=[C:18]2[CH:22]=[CH:23][CH:24]=[C:25]([O:26][CH2:27][CH2:28][OH:29])[C:17]2=[CH:16][CH:15]=3)[CH:11]=[CH:10][CH:9]=1)=[O:7]. (3) Given the reactants [NH2:1][C:2]1[N:3]=[CH:4][C:5]([C:17]2[CH:22]=[CH:21][C:20]([S:23]([CH:26]3[CH2:31][CH2:30][N:29](C(OC(C)(C)C)=O)[CH2:28][CH2:27]3)(=[O:25])=[O:24])=[CH:19][CH:18]=2)=[N:6][C:7]=1[C:8]#[C:9][C:10]1[CH:15]=[CH:14][CH:13]=[C:12]([OH:16])[CH:11]=1.C(O)(C(F)(F)F)=O, predict the reaction product. The product is: [NH2:1][C:2]1[C:7]([C:8]#[C:9][C:10]2[CH:11]=[C:12]([OH:16])[CH:13]=[CH:14][CH:15]=2)=[N:6][C:5]([C:17]2[CH:22]=[CH:21][C:20]([S:23]([CH:26]3[CH2:31][CH2:30][NH:29][CH2:28][CH2:27]3)(=[O:24])=[O:25])=[CH:19][CH:18]=2)=[CH:4][N:3]=1. (4) Given the reactants [NH2:1][C:2]1[CH:7]=[CH:6][C:5]([C:8]2[CH:13]=[CH:12][C:11]([C:14]([C@@H:16]3[CH2:19][CH2:18][C@H:17]3[C:20]([O:22]C)=[O:21])=[O:15])=[CH:10][CH:9]=2)=[CH:4][CH:3]=1.Cl[C:25]1[S:26][C:27]2[CH:33]=[C:32]([F:34])[CH:31]=[C:30]([F:35])[C:28]=2[N:29]=1.[OH-].[Na+].[CH2:38](O)CCC, predict the reaction product. The product is: [F:35][C:30]1[C:28]2[N:29]=[C:25]([NH:1][C:2]3[CH:3]=[CH:4][C:5]([C:8]4[CH:9]=[CH:10][C:11]([C:14]([C@@H:16]5[CH2:38][CH2:19][CH2:18][C@H:17]5[C:20]([OH:22])=[O:21])=[O:15])=[CH:12][CH:13]=4)=[CH:6][CH:7]=3)[S:26][C:27]=2[CH:33]=[C:32]([F:34])[CH:31]=1. (5) The product is: [CH3:26][O:25][C:19]1[CH:18]=[C:17]([S:14]([N:11]2[CH:12]=[CH:13][C:9]([CH2:8][CH2:7][CH2:6][CH2:5][CH2:4][NH2:1])=[CH:10]2)(=[O:15])=[O:16])[CH:22]=[CH:21][C:20]=1[O:23][CH3:24]. Given the reactants [N:1]([CH2:4][CH2:5][CH2:6][CH2:7][CH2:8][C:9]1[CH:13]=[CH:12][N:11]([S:14]([C:17]2[CH:22]=[CH:21][C:20]([O:23][CH3:24])=[C:19]([O:25][CH3:26])[CH:18]=2)(=[O:16])=[O:15])[CH:10]=1)=[N+]=[N-], predict the reaction product.